Dataset: NCI-60 drug combinations with 297,098 pairs across 59 cell lines. Task: Regression. Given two drug SMILES strings and cell line genomic features, predict the synergy score measuring deviation from expected non-interaction effect. (1) Drug 1: CCC1=C2CN3C(=CC4=C(C3=O)COC(=O)C4(CC)O)C2=NC5=C1C=C(C=C5)O. Drug 2: CC(C)NC(=O)C1=CC=C(C=C1)CNNC.Cl. Cell line: RXF 393. Synergy scores: CSS=-0.673, Synergy_ZIP=-0.574, Synergy_Bliss=0.912, Synergy_Loewe=-8.45, Synergy_HSA=-1.38. (2) Drug 1: CC1C(C(=O)NC(C(=O)N2CCCC2C(=O)N(CC(=O)N(C(C(=O)O1)C(C)C)C)C)C(C)C)NC(=O)C3=C4C(=C(C=C3)C)OC5=C(C(=O)C(=C(C5=N4)C(=O)NC6C(OC(=O)C(N(C(=O)CN(C(=O)C7CCCN7C(=O)C(NC6=O)C(C)C)C)C)C(C)C)C)N)C. Drug 2: C1=CC=C(C=C1)NC(=O)CCCCCCC(=O)NO. Cell line: NCIH23. Synergy scores: CSS=6.11, Synergy_ZIP=-0.722, Synergy_Bliss=3.39, Synergy_Loewe=-3.30, Synergy_HSA=-1.09. (3) Drug 1: C1CN1C2=NC(=NC(=N2)N3CC3)N4CC4. Drug 2: C1=C(C(=O)NC(=O)N1)F. Cell line: LOX IMVI. Synergy scores: CSS=53.2, Synergy_ZIP=-1.56, Synergy_Bliss=-1.80, Synergy_Loewe=3.37, Synergy_HSA=6.17.